From a dataset of Forward reaction prediction with 1.9M reactions from USPTO patents (1976-2016). Predict the product of the given reaction. (1) Given the reactants [F:1][C@@H:2]1[CH2:6][N:5]([C:7](=[O:10])[CH2:8][OH:9])[C@H:4]([C:11]([NH2:13])=[O:12])[CH2:3]1.C(N(CC)CC)C.[C:21]1([S:27](O[S:27]([C:21]2[CH:26]=[CH:25][CH:24]=[CH:23][CH:22]=2)(=[O:29])=[O:28])(=[O:29])=[O:28])[CH:26]=[CH:25][CH:24]=[CH:23][CH:22]=1.O, predict the reaction product. The product is: [C:21]1([S:27]([O:9][CH2:8][C:7]([N:5]2[CH2:6][C@@H:2]([F:1])[CH2:3][C@H:4]2[C:11]([NH2:13])=[O:12])=[O:10])(=[O:29])=[O:28])[CH:26]=[CH:25][CH:24]=[CH:23][CH:22]=1. (2) The product is: [CH2:7]([O:14][C:15]1[CH:16]=[CH:17][C:18]([C:21]2[N:25]([C:26]3[CH:31]=[CH:30][CH:29]=[CH:28][C:27]=3[Cl:32])[N:24]=[C:23]([C:33]([O:35][CH2:39][C:38]([Cl:42])([Cl:41])[Cl:37])=[O:34])[C:22]=2[CH3:36])=[CH:19][CH:20]=1)[C:8]1[CH:13]=[CH:12][CH:11]=[CH:10][CH:9]=1. Given the reactants C(Cl)(=O)C(Cl)=O.[CH2:7]([O:14][C:15]1[CH:20]=[CH:19][C:18]([C:21]2[N:25]([C:26]3[CH:31]=[CH:30][CH:29]=[CH:28][C:27]=3[Cl:32])[N:24]=[C:23]([C:33]([OH:35])=[O:34])[C:22]=2[CH3:36])=[CH:17][CH:16]=1)[C:8]1[CH:13]=[CH:12][CH:11]=[CH:10][CH:9]=1.[Cl:37][C:38]([Cl:42])([Cl:41])[CH2:39]O.CCN(C(C)C)C(C)C, predict the reaction product. (3) Given the reactants Cl[CH2:2][CH2:3][C:4]([NH:6][C:7]1[CH:12]=[CH:11][C:10]([F:13])=[CH:9][CH:8]=1)=[O:5].[Al+3].[Cl-].[Cl-].[Cl-].Cl, predict the reaction product. The product is: [F:13][C:10]1[CH:9]=[C:8]2[C:7](=[CH:12][CH:11]=1)[NH:6][C:4](=[O:5])[CH2:3][CH2:2]2. (4) The product is: [Cl:6][C:7]1[N:8]=[C:9]([CH2:21][O:22][Si:24]([C:27]([CH3:30])([CH3:29])[CH3:28])([CH3:26])[CH3:25])[N:10]([CH2:13][O:14][CH2:15][CH2:16][Si:17]([CH3:18])([CH3:19])[CH3:20])[C:11]=1[Cl:12]. Given the reactants N1C=CN=C1.[Cl:6][C:7]1[N:8]=[C:9]([CH2:21][OH:22])[N:10]([CH2:13][O:14][CH2:15][CH2:16][Si:17]([CH3:20])([CH3:19])[CH3:18])[C:11]=1[Cl:12].Cl[Si:24]([C:27]([CH3:30])([CH3:29])[CH3:28])([CH3:26])[CH3:25].[NH4+].[Cl-], predict the reaction product. (5) Given the reactants [CH3:1][O:2][C:3]1[CH:23]=[C:22]([O:24][CH3:25])[CH:21]=[CH:20][C:4]=1[CH2:5][NH:6][C:7](=[O:19])[CH2:8][CH:9]1[CH2:14][CH2:13][C:12]([O:15]CC)=[CH:11][C:10]1=O.[H-].C([Al+]CC(C)C)C(C)C.Cl, predict the reaction product. The product is: [CH3:1][O:2][C:3]1[CH:23]=[C:22]([O:24][CH3:25])[CH:21]=[CH:20][C:4]=1[CH2:5][NH:6][C:7](=[O:19])[CH2:8][CH:9]1[CH2:14][CH2:13][C:12](=[O:15])[CH:11]=[CH:10]1. (6) Given the reactants [CH2:1]([CH:8]1[O:12][C:11](=[O:13])[CH:10]=[C:9]1[OH:14])[C:2]1[CH:7]=[CH:6][CH:5]=[CH:4][CH:3]=1.[CH3:15][CH:16]([CH3:19])[CH:17]=O.[NH:20]1[C:28]2[C:23](=[CH:24][CH:25]=[CH:26][CH:27]=2)[C:22]([CH2:29][CH2:30][NH:31][C:32](=[O:34])[CH3:33])=[CH:21]1, predict the reaction product. The product is: [CH2:1]([CH:8]1[O:12][C:11](=[O:13])[C:10]([CH:17]([C:21]2[NH:20][C:28]3[C:23]([C:22]=2[CH2:29][CH2:30][NH:31][C:32](=[O:34])[CH3:33])=[CH:24][CH:25]=[CH:26][CH:27]=3)[CH:16]([CH3:19])[CH3:15])=[C:9]1[OH:14])[C:2]1[CH:3]=[CH:4][CH:5]=[CH:6][CH:7]=1. (7) The product is: [N+:18]([C:15]1[CH:14]=[CH:13][C:12]([N:9]2[CH2:8][CH2:7][N:6]([CH2:1][CH2:2][CH3:3])[CH2:11][CH2:10]2)=[CH:17][CH:16]=1)([O-:20])=[O:19]. Given the reactants [CH2:1]([N:6]1[CH2:11][CH2:10][N:9]([C:12]2[CH:17]=[CH:16][C:15]([N+:18]([O-:20])=[O:19])=[CH:14][CH:13]=2)[CH2:8][CH2:7]1)[CH2:2][CH:3](C)C.[N+](C1C=CC(N2CCNCC2)=CC=1)([O-])=O.C(=O)CC(C)C, predict the reaction product.